Dataset: TCR-epitope binding with 47,182 pairs between 192 epitopes and 23,139 TCRs. Task: Binary Classification. Given a T-cell receptor sequence (or CDR3 region) and an epitope sequence, predict whether binding occurs between them. (1) The epitope is LEPLVDLPI. The TCR CDR3 sequence is CASSSPRAGVLSYNEQFF. Result: 1 (the TCR binds to the epitope). (2) The epitope is YYRRATRRIR. The TCR CDR3 sequence is CASSYSRGAPYEQYF. Result: 1 (the TCR binds to the epitope). (3) The epitope is EEHVQIHTI. The TCR CDR3 sequence is CSGMRLLFSSYEQYF. Result: 0 (the TCR does not bind to the epitope). (4) The epitope is KLVALGINAV. The TCR CDR3 sequence is CASSLNSGTEQFF. Result: 0 (the TCR does not bind to the epitope). (5) The epitope is KAYNVTQAF. The TCR CDR3 sequence is CASSSPEMVAFSTDTQYF. Result: 1 (the TCR binds to the epitope). (6) The epitope is HSKKKCDEL. The TCR CDR3 sequence is CASSQFGRNYEQYF. Result: 0 (the TCR does not bind to the epitope).